Dataset: Reaction yield outcomes from USPTO patents with 853,638 reactions. Task: Predict the reaction yield, written as a fraction of the theoretical maximum amount of product (1.0 means a 100% yield; for example, 0.34 means a 34% yield). (1) The reactants are [CH3:1][O:2][C:3]1[CH:4]=[C:5]([C:9]2[C:14]([C:15]3[CH:20]=[CH:19][CH:18]=[CH:17][CH:16]=3)=[CH:13][C:12]([N+:21]([O-])=O)=[CH:11][N:10]=2)[CH:6]=[CH:7][CH:8]=1. The catalyst is C(O)C.[Pd]. The product is [CH3:1][O:2][C:3]1[CH:4]=[C:5]([C:9]2[N:10]=[CH:11][C:12]([NH2:21])=[CH:13][C:14]=2[C:15]2[CH:20]=[CH:19][CH:18]=[CH:17][CH:16]=2)[CH:6]=[CH:7][CH:8]=1. The yield is 0.690. (2) The reactants are [CH3:1][C:2]1[O:6][N:5]=[C:4]([C:7]2[CH:12]=[CH:11][CH:10]=[CH:9][CH:8]=2)[C:3]=1[CH2:13][O:14][C:15]1[CH:23]=[CH:22][C:18]([C:19]([OH:21])=O)=[CH:17][N:16]=1.Cl.[F:25][CH2:26][CH2:27][NH2:28]. No catalyst specified. The product is [F:25][CH2:26][CH2:27][NH:28][C:19](=[O:21])[C:18]1[CH:22]=[CH:23][C:15]([O:14][CH2:13][C:3]2[C:4]([C:7]3[CH:8]=[CH:9][CH:10]=[CH:11][CH:12]=3)=[N:5][O:6][C:2]=2[CH3:1])=[N:16][CH:17]=1. The yield is 0.950. (3) The product is [OH:17][NH:16][C:1](=[NH:2])[N:3]1[CH2:4][CH2:5][N:6]([C:9]([O:11][C:12]([CH3:14])([CH3:13])[CH3:15])=[O:10])[CH2:7][CH2:8]1. The catalyst is CCO. The reactants are [C:1]([N:3]1[CH2:8][CH2:7][N:6]([C:9]([O:11][C:12]([CH3:15])([CH3:14])[CH3:13])=[O:10])[CH2:5][CH2:4]1)#[N:2].[NH2:16][OH:17]. The yield is 0.800. (4) The reactants are C([N:8]1[CH2:13][CH2:12][C@@H:11]([CH3:14])[C@H:10]([NH:15][C:16](=[O:22])[O:17][C:18]([CH3:21])([CH3:20])[CH3:19])[CH2:9]1)C1C=CC=CC=1.[H][H]. The product is [CH3:14][C@@H:11]1[CH2:12][CH2:13][NH:8][CH2:9][C@H:10]1[NH:15][C:16](=[O:22])[O:17][C:18]([CH3:21])([CH3:20])[CH3:19]. The catalyst is CO.[Pd]. The yield is 0.950. (5) The reactants are CO[CH2:3][N:4]([CH2:10][C:11]1[CH:16]=[CH:15][CH:14]=[CH:13][CH:12]=1)[CH2:5][Si](C)(C)C.F[C:18](F)(F)[C:19]([OH:21])=[O:20].[CH2:24]([Cl:26])Cl. No catalyst specified. The product is [CH2:10]([N:4]1[CH2:3][C:10]([C:11]2[CH:16]=[CH:15][C:24]([Cl:26])=[CH:13][CH:12]=2)=[C:18]([C:19]([OH:21])=[O:20])[CH2:5]1)[C:11]1[CH:12]=[CH:13][CH:14]=[CH:15][CH:16]=1. The yield is 0.760. (6) The reactants are [CH3:1][O-:2].[Na+].[CH2:4]([C:11]12[CH2:24][CH2:23][C:22](=[O:25])[CH:21]([CH3:26])[CH:12]1[CH2:13][CH2:14][C:15]1[CH:16]=[N:17][N:18]([CH3:20])[C:19]=12)[C:5]1[CH:10]=[CH:9][CH:8]=[CH:7][CH:6]=1. The catalyst is C(OCC)=O. The product is [CH2:4]([C:11]12[CH2:24]/[C:23](=[CH:1]/[OH:2])/[C:22](=[O:25])[CH:21]([CH3:26])[CH:12]1[CH2:13][CH2:14][C:15]1[CH:16]=[N:17][N:18]([CH3:20])[C:19]=12)[C:5]1[CH:10]=[CH:9][CH:8]=[CH:7][CH:6]=1. The yield is 1.00. (7) The reactants are [CH2:1]([O:8][C:9]1[CH:14]=[CH:13][C:12]([NH:15][C:16]2[C:25]3[C:20](=[CH:21][CH:22]=[C:23]([C:26]4[O:27][C:28]([CH:31]5OCC[O:32]5)=[CH:29][CH:30]=4)[CH:24]=3)[N:19]=[CH:18][N:17]=2)=[CH:11][C:10]=1[C:36]([F:39])([F:38])[F:37])[C:2]1[CH:7]=[CH:6][CH:5]=[CH:4][CH:3]=1.Cl.O. The catalyst is C1COCC1. The product is [CH2:1]([O:8][C:9]1[CH:14]=[CH:13][C:12]([NH:15][C:16]2[C:25]3[C:20](=[CH:21][CH:22]=[C:23]([C:26]4[O:27][C:28]([CH:31]=[O:32])=[CH:29][CH:30]=4)[CH:24]=3)[N:19]=[CH:18][N:17]=2)=[CH:11][C:10]=1[C:36]([F:39])([F:37])[F:38])[C:2]1[CH:7]=[CH:6][CH:5]=[CH:4][CH:3]=1. The yield is 0.840.